Dataset: Reaction yield outcomes from USPTO patents with 853,638 reactions. Task: Predict the reaction yield, written as a fraction of the theoretical maximum amount of product (1.0 means a 100% yield; for example, 0.34 means a 34% yield). (1) The reactants are I(C1C=CC=CC=1C(O)=O)(=O)=[O:2].[C:13]1(C)[CH:18]=[CH:17][C:16]([S:19][C:20]2C=CC(C)=CC=2)=[CH:15][CH:14]=1. The catalyst is [Br-].C([N+](CC)(CC)CC)C.C(Cl)(Cl)Cl.O. The product is [C:16]1([S:19]([CH3:20])=[O:2])[CH:17]=[CH:18][CH:13]=[CH:14][CH:15]=1. The yield is 0.910. (2) The product is [CH3:1][NH:2][CH2:3][CH2:4][O:5][C:9]1[N:14]=[CH:13][C:12](/[C:15](/[C:25]2[CH:26]=[CH:27][C:28]([OH:31])=[CH:29][CH:30]=2)=[C:16](\[C:19]2[CH:24]=[CH:23][CH:22]=[CH:21][CH:20]=2)/[CH2:17][CH3:18])=[CH:11][CH:10]=1. The reactants are [CH3:1][NH:2][CH2:3][CH2:4][OH:5].[H-].[Na+].Cl[C:9]1[N:14]=[CH:13][C:12](/[C:15](/[C:25]2[CH:30]=[CH:29][C:28]([OH:31])=[CH:27][CH:26]=2)=[C:16](\[C:19]2[CH:24]=[CH:23][CH:22]=[CH:21][CH:20]=2)/[CH2:17][CH3:18])=[CH:11][CH:10]=1. The catalyst is C1COCC1. The yield is 0.600.